Dataset: Full USPTO retrosynthesis dataset with 1.9M reactions from patents (1976-2016). Task: Predict the reactants needed to synthesize the given product. Given the product [CH2:1]([O:8][N:9]1[C:18]2[C:13](=[CH:14][CH:15]=[CH:16][CH:17]=2)[C:12]([OH:19])=[C:11]([C:20]([NH:22][CH2:23][C:24]([OH:26])=[O:25])=[O:21])[C:10]1=[O:29])[C:2]1[CH:7]=[CH:6][CH:5]=[CH:4][CH:3]=1, predict the reactants needed to synthesize it. The reactants are: [CH2:1]([O:8][N:9]1[C:18]2[C:13](=[CH:14][CH:15]=[CH:16][CH:17]=2)[C:12]([OH:19])=[C:11]([C:20]([NH:22][CH2:23][C:24]([O:26]CC)=[O:25])=[O:21])[C:10]1=[O:29])[C:2]1[CH:7]=[CH:6][CH:5]=[CH:4][CH:3]=1.[OH-].[Na+].Cl.